The task is: Predict the reactants needed to synthesize the given product.. This data is from Full USPTO retrosynthesis dataset with 1.9M reactions from patents (1976-2016). (1) The reactants are: [O:1]1[CH2:6][CH2:5][CH:4]([OH:7])[CH2:3][CH2:2]1.[H-].[Na+].Br[CH2:11][CH2:12][O:13][CH:14]1[CH2:19][CH2:18][CH2:17][CH2:16][O:15]1.C(OCC)(=O)C. Given the product [O:1]1[CH2:6][CH2:5][CH:4]([O:7][CH2:11][CH2:12][O:13][CH:14]2[CH2:19][CH2:18][CH2:17][CH2:16][O:15]2)[CH2:3][CH2:2]1, predict the reactants needed to synthesize it. (2) Given the product [Cl:11][CH2:12][C:13]([NH:1][C:2]1[CH:10]=[CH:9][C:5]([C:6]([OH:8])=[O:7])=[CH:4][CH:3]=1)=[O:14], predict the reactants needed to synthesize it. The reactants are: [NH2:1][C:2]1[CH:10]=[CH:9][C:5]([C:6]([OH:8])=[O:7])=[CH:4][CH:3]=1.[Cl:11][CH2:12][C:13](Cl)=[O:14].Cl.